This data is from Full USPTO retrosynthesis dataset with 1.9M reactions from patents (1976-2016). The task is: Predict the reactants needed to synthesize the given product. Given the product [C:1]([O:5][C:6]([N:8]1[CH2:12][CH2:11][CH2:10][C@@H:9]1[CH2:13][O:14][S:21]([C:18]1[CH:19]=[CH:20][C:15]([CH3:25])=[CH:16][CH:17]=1)(=[O:23])=[O:22])=[O:7])([CH3:4])([CH3:3])[CH3:2], predict the reactants needed to synthesize it. The reactants are: [C:1]([O:5][C:6]([N:8]1[CH2:12][CH2:11][CH2:10][C@@H:9]1[CH2:13][OH:14])=[O:7])([CH3:4])([CH3:3])[CH3:2].[C:15]1([CH3:25])[CH:20]=[CH:19][C:18]([S:21](Cl)(=[O:23])=[O:22])=[CH:17][CH:16]=1.CCCCCC.